Dataset: Reaction yield outcomes from USPTO patents with 853,638 reactions. Task: Predict the reaction yield, written as a fraction of the theoretical maximum amount of product (1.0 means a 100% yield; for example, 0.34 means a 34% yield). (1) The reactants are [CH2:1]([O:8][C:9]1[CH:10]=[C:11]([CH:25]=[CH:26][CH:27]=1)[C:12]([NH:14][C:15]1[CH:20]=[CH:19][CH:18]=[CH:17][C:16]=1[S:21]([NH2:24])(=[O:23])=[O:22])=[O:13])[C:2]1[CH:7]=[CH:6][CH:5]=[CH:4][CH:3]=1.[F:28][C:29]([F:39])([F:38])[C:30]1[CH:37]=[CH:36][C:33]([CH2:34]Cl)=[CH:32][CH:31]=1.C(=O)([O-])[O-:41].[K+].[K+]. The catalyst is O.O1CCOCC1. The product is [CH2:1]([O:8][C:9]1[CH:10]=[C:11]([CH:25]=[CH:26][CH:27]=1)[C:12]([NH:14][C:15]1[CH:20]=[CH:19][CH:18]=[CH:17][C:16]=1[S:21]([NH:24][C:34](=[O:41])[C:33]1[CH:36]=[CH:37][C:30]([C:29]([F:39])([F:38])[F:28])=[CH:31][CH:32]=1)(=[O:23])=[O:22])=[O:13])[C:2]1[CH:3]=[CH:4][CH:5]=[CH:6][CH:7]=1. The yield is 0.880. (2) The reactants are [CH3:1][NH:2][CH2:3][CH2:4][CH2:5][CH2:6][CH2:7][CH2:8][CH2:9][CH2:10][CH2:11][CH2:12][CH2:13]O.[OH-:15].[Na+].[C:17](Cl)(=[O:20])[CH:18]=[CH2:19]. The catalyst is ClCCl.O. The product is [OH:15][CH2:13][CH2:12][CH2:11][CH2:10][CH2:9][CH2:8][CH2:7][CH2:6][CH2:5][CH2:4][CH2:3][N:2]([CH3:1])[C:17](=[O:20])[CH:18]=[CH2:19]. The yield is 0.810. (3) The reactants are [C:1]([O:5][C:6]([N:8]1[CH2:13][CH2:12][N:11]([CH2:14][C:15]2[CH:20]=[CH:19][C:18]([C:21]3[NH:22][C:23](=[O:32])[C:24]4[C:29]([CH:30]=3)=[C:28](Br)[CH:27]=[CH:26][CH:25]=4)=[CH:17][CH:16]=2)[CH2:10][CH2:9]1)=[O:7])([CH3:4])([CH3:3])[CH3:2].[Al](CC)(CC)[CH2:34][CH3:35]. The catalyst is C1COCC1.CC1C=CC=CC=1[P](C1C=CC=CC=1C)([Pd](Cl)(Cl)[P](C1=C(C)C=CC=C1)(C1C=CC=CC=1C)C1C=CC=CC=1C)C1C=CC=CC=1C. The product is [C:1]([O:5][C:6]([N:8]1[CH2:13][CH2:12][N:11]([CH2:14][C:15]2[CH:20]=[CH:19][C:18]([C:21]3[NH:22][C:23](=[O:32])[C:24]4[C:29]([CH:30]=3)=[C:28]([CH2:34][CH3:35])[CH:27]=[CH:26][CH:25]=4)=[CH:17][CH:16]=2)[CH2:10][CH2:9]1)=[O:7])([CH3:4])([CH3:3])[CH3:2]. The yield is 0.610.